From a dataset of Peptide-MHC class II binding affinity with 134,281 pairs from IEDB. Regression. Given a peptide amino acid sequence and an MHC pseudo amino acid sequence, predict their binding affinity value. This is MHC class II binding data. (1) The peptide sequence is LVDEERKLHQQGRCR. The MHC is DRB1_1301 with pseudo-sequence DRB1_1301. The binding affinity (normalized) is 0.677. (2) The peptide sequence is ALTEALRVIAGAFEV. The MHC is DRB1_0405 with pseudo-sequence DRB1_0405. The binding affinity (normalized) is 0.399. (3) The peptide sequence is MATTLPVQRHPRSLF. The MHC is HLA-DQA10102-DQB10602 with pseudo-sequence HLA-DQA10102-DQB10602. The binding affinity (normalized) is 0.209. (4) The peptide sequence is EAVSLLCSDKQPCNG. The MHC is HLA-DQA10101-DQB10501 with pseudo-sequence HLA-DQA10101-DQB10501. The binding affinity (normalized) is 0.0668. (5) The peptide sequence is KVSFEPIPIHYCAPAGFA. The MHC is HLA-DQA10102-DQB10602 with pseudo-sequence HLA-DQA10102-DQB10602. The binding affinity (normalized) is 0.211. (6) The peptide sequence is QFELYKRTDIVEVDR. The MHC is DRB1_0301 with pseudo-sequence DRB1_0301. The binding affinity (normalized) is 0.404. (7) The peptide sequence is ARILRQLATPISVII. The binding affinity (normalized) is 0.370. The MHC is HLA-DQA10102-DQB10602 with pseudo-sequence HLA-DQA10102-DQB10602. (8) The peptide sequence is HDGGCRKELAAVSVD. The MHC is HLA-DQA10501-DQB10301 with pseudo-sequence HLA-DQA10501-DQB10301. The binding affinity (normalized) is 0.512.